From a dataset of Catalyst prediction with 721,799 reactions and 888 catalyst types from USPTO. Predict which catalyst facilitates the given reaction. Reactant: [I-:1].[Na+].Cl[C:4]1[CH:9]=[C:8]([C:10]2[CH2:14][CH2:13][CH2:12][CH:11]=2)[CH:7]=[CH:6][N:5]=1.C(Cl)(=O)C. Product: [I:1][C:4]1[CH:9]=[C:8]([C:10]2[CH2:14][CH2:13][CH2:12][CH:11]=2)[CH:7]=[CH:6][N:5]=1. The catalyst class is: 10.